This data is from Peptide-MHC class I binding affinity with 185,985 pairs from IEDB/IMGT. The task is: Regression. Given a peptide amino acid sequence and an MHC pseudo amino acid sequence, predict their binding affinity value. This is MHC class I binding data. (1) The peptide sequence is HLAAQGMAY. The MHC is HLA-A23:01 with pseudo-sequence HLA-A23:01. The binding affinity (normalized) is 0. (2) The peptide sequence is IALPVAWLF. The MHC is HLA-A02:03 with pseudo-sequence HLA-A02:03. The binding affinity (normalized) is 0.0847. (3) The peptide sequence is GFINTKEYK. The MHC is HLA-A11:01 with pseudo-sequence HLA-A11:01. The binding affinity (normalized) is 0.274. (4) The peptide sequence is KSAQVPLPL. The MHC is HLA-B44:02 with pseudo-sequence HLA-B44:02. The binding affinity (normalized) is 0.0847. (5) The peptide sequence is ETESATLFT. The MHC is HLA-B27:03 with pseudo-sequence HLA-B27:03. The binding affinity (normalized) is 0.0847. (6) The peptide sequence is SKIPGGAMY. The MHC is HLA-A30:02 with pseudo-sequence HLA-A30:02. The binding affinity (normalized) is 0.455.